From a dataset of Full USPTO retrosynthesis dataset with 1.9M reactions from patents (1976-2016). Predict the reactants needed to synthesize the given product. (1) Given the product [ClH:38].[C:32]1([S:29]([C:9]2[NH:8][C:16]3[C:11]([CH:10]=2)=[CH:12][CH:13]=[CH:14][C:15]=3[O:17][CH2:18][CH2:19][NH:20][CH3:21])(=[O:31])=[O:30])[CH:33]=[CH:34][CH:35]=[CH:36][CH:37]=1, predict the reactants needed to synthesize it. The reactants are: C(OC([N:8]1[C:16]2[C:11](=[CH:12][CH:13]=[CH:14][C:15]=2[O:17][CH2:18][CH2:19][N:20](C(OC(C)(C)C)=O)[CH3:21])[CH:10]=[C:9]1[S:29]([C:32]1[CH:37]=[CH:36][CH:35]=[CH:34][CH:33]=1)(=[O:31])=[O:30])=O)(C)(C)C.[ClH:38]. (2) Given the product [F:33][C:34]1[CH:35]=[CH:36][C:37]([N:40]2[CH2:45][CH2:44][N:43]([C:2]([O:32][CH2:31][C@@H:25]3[CH2:26][N:27]([CH3:30])[CH2:28][CH2:29][N:24]3[CH3:23])=[O:3])[CH2:42][CH2:41]2)=[CH:38][CH:39]=1, predict the reactants needed to synthesize it. The reactants are: Cl[C:2](OC1C=CC([N+]([O-])=O)=CC=1)=[O:3].CCN(C(C)C)C(C)C.[CH3:23][N:24]1[CH2:29][CH2:28][N:27]([CH3:30])[CH2:26][C@H:25]1[CH2:31][OH:32].[F:33][C:34]1[CH:39]=[CH:38][C:37]([N:40]2[CH2:45][CH2:44][NH:43][CH2:42][CH2:41]2)=[CH:36][CH:35]=1. (3) The reactants are: [Cl:1][C:2]1[CH:21]=[C:20]([Cl:22])[CH:19]=[CH:18][C:3]=1[CH2:4][N:5]1[C:9]2[CH:10]=[C:11]([CH:15]=O)[CH:12]=[C:13]([CH3:14])[C:8]=2[N:7]=[C:6]1[CH3:17].[NH2:23][C:24]1[CH:25]=[C:26]([CH:32]=[CH:33][CH:34]=1)[C:27]([O:29][CH2:30][CH3:31])=[O:28]. Given the product [Cl:1][C:2]1[CH:21]=[C:20]([Cl:22])[CH:19]=[CH:18][C:3]=1[CH2:4][N:5]1[C:9]2[CH:10]=[C:11]([CH2:15][NH:23][C:24]3[CH:25]=[C:26]([CH:32]=[CH:33][CH:34]=3)[C:27]([O:29][CH2:30][CH3:31])=[O:28])[CH:12]=[C:13]([CH3:14])[C:8]=2[N:7]=[C:6]1[CH3:17], predict the reactants needed to synthesize it. (4) Given the product [CH3:38][CH:36]([C:33]1[N:32]=[C:31]([N:28]2[CH2:27][CH2:26][CH:25]([CH:23]([O:17][C:14]3[CH:13]=[N:12][C:11]([C:8]4[CH:7]=[CH:6][C:5]([S:2]([CH3:1])(=[O:3])=[O:4])=[CH:10][CH:9]=4)=[CH:16][N:15]=3)[CH3:24])[CH2:30][CH2:29]2)[O:35][N:34]=1)[CH3:37], predict the reactants needed to synthesize it. The reactants are: [CH3:1][S:2]([C:5]1[CH:10]=[CH:9][C:8]([C:11]2[N:12]=[CH:13][C:14]([OH:17])=[N:15][CH:16]=2)=[CH:7][CH:6]=1)(=[O:4])=[O:3].CS(O[CH:23]([CH:25]1[CH2:30][CH2:29][N:28]([C:31]2[O:35][N:34]=[C:33]([CH:36]([CH3:38])[CH3:37])[N:32]=2)[CH2:27][CH2:26]1)[CH3:24])(=O)=O.C([O-])([O-])=O.[K+].[K+].